Dataset: Reaction yield outcomes from USPTO patents with 853,638 reactions. Task: Predict the reaction yield, written as a fraction of the theoretical maximum amount of product (1.0 means a 100% yield; for example, 0.34 means a 34% yield). (1) The reactants are [Br:1][C:2]1[CH:7]=[C:6]([F:8])[CH:5]=[CH:4][C:3]=1[CH3:9].Cl[S:11]([OH:14])(=O)=[O:12].[CH3:15][N:16]1[CH2:21][CH2:20][NH:19][CH2:18][CH2:17]1.C(=O)([O-])O.[Na+].C([O-])(=O)C.CO. The catalyst is C(Cl)Cl.O1CCCC1.O1CCCC1.C(OCC)(=O)C. The product is [Br:1][C:2]1[C:3]([CH3:9])=[CH:4][C:5]([S:11]([N:19]2[CH2:20][CH2:21][N:16]([CH3:15])[CH2:17][CH2:18]2)(=[O:14])=[O:12])=[C:6]([F:8])[CH:7]=1. The yield is 0.390. (2) The reactants are [H-].[Na+].[CH2:3]1COCC1.[CH3:8][O:9][C:10]1[C:18]2[N:17]=[C:16]([CH2:19][C:20]3[CH:25]=[CH:24][CH:23]=[C:22]([C:26]([F:29])([F:28])[F:27])[CH:21]=3)[NH:15][C:14]=2[CH:13]=[CH:12][CH:11]=1.IC. The product is [CH3:8][O:9][C:10]1[C:18]2[N:17]=[C:16]([CH2:19][C:20]3[CH:25]=[CH:24][CH:23]=[C:22]([C:26]([F:29])([F:28])[F:27])[CH:21]=3)[N:15]([CH3:3])[C:14]=2[CH:13]=[CH:12][CH:11]=1. The yield is 0.540. The catalyst is O. (3) The reactants are [C:1]([O:5][C:6]([N:8]1[CH2:13][CH2:12][CH:11]([C:14]2[S:15][CH2:16][CH:17]([C:19]([O:21][CH2:22][CH3:23])=[O:20])[N:18]=2)[CH2:10][CH2:9]1)=[O:7])([CH3:4])([CH3:3])[CH3:2]. The catalyst is C1(C)C=CC=CC=1.O=[Mn]=O. The product is [C:1]([O:5][C:6]([N:8]1[CH2:9][CH2:10][CH:11]([C:14]2[S:15][CH:16]=[C:17]([C:19]([O:21][CH2:22][CH3:23])=[O:20])[N:18]=2)[CH2:12][CH2:13]1)=[O:7])([CH3:4])([CH3:3])[CH3:2]. The yield is 0.300. (4) The reactants are [N:1]1[CH:6]=[CH:5][CH:4]=[CH:3][C:2]=1[C:7]1[O:8][C:9]([C:12]2[CH:17]=[CH:16][CH:15]=[C:14](I)[CH:13]=2)=[N:10][N:11]=1.[CH3:19][N:20](C)C=O. The catalyst is C(OCC)(=O)C.[C-]#N.[Zn+2].[C-]#N.C1C=CC([P]([Pd]([P](C2C=CC=CC=2)(C2C=CC=CC=2)C2C=CC=CC=2)([P](C2C=CC=CC=2)(C2C=CC=CC=2)C2C=CC=CC=2)[P](C2C=CC=CC=2)(C2C=CC=CC=2)C2C=CC=CC=2)(C2C=CC=CC=2)C2C=CC=CC=2)=CC=1. The product is [N:1]1[CH:6]=[CH:5][CH:4]=[CH:3][C:2]=1[C:7]1[O:8][C:9]([C:12]2[CH:17]=[CH:16][CH:15]=[C:14]([C:19]#[N:20])[CH:13]=2)=[N:10][N:11]=1. The yield is 0.300. (5) The reactants are [CH2:1]([O:8][C:9]1[CH:10]=[CH:11][CH:12]=[C:13]2[C:18]=1[N:17]=[C:16]([CH3:19])[CH:15]=[C:14]2Cl)[C:2]1[CH:7]=[CH:6][CH:5]=[CH:4][CH:3]=1.C(=O)([O-])[O-:22].[K+].[K+].O.[OH-].[Na+]. The catalyst is CS(C)=O. The product is [CH2:1]([O:8][C:9]1[CH:10]=[CH:11][CH:12]=[C:13]2[C:18]=1[N:17]=[C:16]([CH3:19])[CH:15]=[C:14]2[OH:22])[C:2]1[CH:7]=[CH:6][CH:5]=[CH:4][CH:3]=1. The yield is 0.810. (6) The reactants are I[C:2]1[CH:7]=[CH:6][C:5]([S:8]([CH3:11])(=[O:10])=[O:9])=[CH:4][C:3]=1[C:12]([N:14]1[CH2:19][CH2:18][N:17]([C:20]2[CH:25]=[CH:24][C:23]([C:26]([F:29])([F:28])[F:27])=[CH:22][CH:21]=2)[CH2:16][CH2:15]1)=[O:13].[NH:30]1[CH:34]=[N:33][CH:32]=[N:31]1.P([O-])([O-])([O-])=O.[K+].[K+].[K+].CN[C@H]1[C@H](NC)CCCC1. The catalyst is CN(C=O)C. The product is [CH3:11][S:8]([C:5]1[CH:6]=[CH:7][C:2]([N:30]2[CH:34]=[N:33][CH:32]=[N:31]2)=[C:3]([C:12]([N:14]2[CH2:19][CH2:18][N:17]([C:20]3[CH:25]=[CH:24][C:23]([C:26]([F:29])([F:28])[F:27])=[CH:22][CH:21]=3)[CH2:16][CH2:15]2)=[O:13])[CH:4]=1)(=[O:10])=[O:9]. The yield is 0.0600. (7) The reactants are [C:1]([O:5][C:6]([N:8]([CH3:33])[C:9]([NH:25][C:26]([O:28][C:29]([CH3:32])([CH3:31])[CH3:30])=[O:27])=[N:10][O:11][CH2:12][CH2:13][NH:14]C(OCC1C=CC=CC=1)=O)=[O:7])([CH3:4])([CH3:3])[CH3:2]. The catalyst is CO.C(Cl)(Cl)Cl.[Pd]. The product is [C:1]([O:5][C:6]([N:8]([CH3:33])[C:9]([NH:25][C:26]([O:28][C:29]([CH3:32])([CH3:31])[CH3:30])=[O:27])=[N:10][O:11][CH2:12][CH2:13][NH2:14])=[O:7])([CH3:2])([CH3:4])[CH3:3]. The yield is 0.500.